From a dataset of Forward reaction prediction with 1.9M reactions from USPTO patents (1976-2016). Predict the product of the given reaction. (1) The product is: [CH2:1]([O:7][C:8]1[CH:15]=[CH:14][C:11]([CH:12]=[CH:25][C:24]([C:18]2[CH:19]=[CH:20][C:21]([CH3:23])=[CH:22][C:17]=2[OH:16])=[O:26])=[CH:10][CH:9]=1)[CH2:2][CH2:3][CH2:4][C:5]#[CH:6]. Given the reactants [CH2:1]([O:7][C:8]1[CH:15]=[CH:14][C:11]([CH:12]=O)=[CH:10][CH:9]=1)[CH2:2][CH2:3][CH2:4][C:5]#[CH:6].[OH:16][C:17]1[CH:22]=[C:21]([CH3:23])[CH:20]=[CH:19][C:18]=1[C:24](=[O:26])[CH3:25], predict the reaction product. (2) The product is: [N:10]1[C:11]2[C:16](=[CH:15][CH:14]=[CH:13][CH:12]=2)[N:17]=[CH:18][C:9]=1[N:2]1[CH2:3][CH:4]2[CH2:8][N:7]([C:23]([C:22]3[CH:26]=[CH:27][CH:28]=[CH:29][C:21]=3[C:19]#[N:20])=[O:24])[CH2:6][CH:5]2[CH2:1]1. Given the reactants [CH2:1]1[CH:5]2[CH2:6][NH:7][CH2:8][CH:4]2[CH2:3][N:2]1[C:9]1[CH:18]=[N:17][C:16]2[C:11](=[CH:12][CH:13]=[CH:14][CH:15]=2)[N:10]=1.[C:19]([C:21]1[CH:29]=[CH:28][CH:27]=[CH:26][C:22]=1[C:23](O)=[O:24])#[N:20], predict the reaction product.